Dataset: Forward reaction prediction with 1.9M reactions from USPTO patents (1976-2016). Task: Predict the product of the given reaction. Given the reactants [NH2:1][CH2:2][C:3]1[C:4]2[N:5]([C:10]([C:14]([C:16]3[CH:21]=[CH:20][C:19]([Cl:22])=[CH:18][C:17]=3[F:23])=[O:15])=[C:11]([CH3:13])[N:12]=2)[N:6]=[C:7]([Cl:9])[CH:8]=1.C(=O)([O-])[O-].[K+].[K+].Br[CH2:31][CH2:32][O:33][CH2:34][CH2:35]Br, predict the reaction product. The product is: [Cl:22][C:19]1[CH:20]=[CH:21][C:16]([C:14]([C:10]2[N:5]3[N:6]=[C:7]([Cl:9])[CH:8]=[C:3]([CH2:2][N:1]4[CH2:35][CH2:34][O:33][CH2:32][CH2:31]4)[C:4]3=[N:12][C:11]=2[CH3:13])=[O:15])=[C:17]([F:23])[CH:18]=1.